From a dataset of Peptide-MHC class I binding affinity with 185,985 pairs from IEDB/IMGT. Regression. Given a peptide amino acid sequence and an MHC pseudo amino acid sequence, predict their binding affinity value. This is MHC class I binding data. (1) The peptide sequence is SSNPVMSRF. The MHC is HLA-B38:01 with pseudo-sequence HLA-B38:01. The binding affinity (normalized) is 0.0847. (2) The peptide sequence is SATRLENIMW. The MHC is HLA-B57:01 with pseudo-sequence HLA-B57:01. The binding affinity (normalized) is 0.772. (3) The peptide sequence is VFQAKSAFV. The MHC is HLA-A30:02 with pseudo-sequence HLA-A30:02. The binding affinity (normalized) is 0.357. (4) The peptide sequence is ALVEICTEMEK. The MHC is HLA-A11:01 with pseudo-sequence HLA-A11:01. The binding affinity (normalized) is 0.655. (5) The peptide sequence is QGDDYVYLPY. The MHC is HLA-A29:02 with pseudo-sequence HLA-A29:02. The binding affinity (normalized) is 0.785. (6) The peptide sequence is ATVANVFLY. The MHC is HLA-A02:06 with pseudo-sequence HLA-A02:06. The binding affinity (normalized) is 0.287. (7) The peptide sequence is LPQFATAAT. The MHC is HLA-B07:02 with pseudo-sequence HLA-B07:02. The binding affinity (normalized) is 0.759.